Predict the product of the given reaction. From a dataset of Forward reaction prediction with 1.9M reactions from USPTO patents (1976-2016). (1) Given the reactants [CH2:1]([NH:3][C:4]1[C:5]([NH2:17])=[CH:6][C:7]([S:10]([C:13]([F:16])([F:15])[F:14])(=[O:12])=[O:11])=[CH:8][CH:9]=1)[CH3:2].[CH:18]([C:20]1[CH:29]=[CH:28][C:23]([C:24]([O:26][CH3:27])=[O:25])=[CH:22][CH:21]=1)=O, predict the reaction product. The product is: [CH3:27][O:26][C:24](=[O:25])[C:23]1[CH:28]=[CH:29][C:20]([C:18]2[N:3]([CH2:1][CH3:2])[C:4]3[CH:9]=[CH:8][C:7]([S:10]([C:13]([F:16])([F:14])[F:15])(=[O:11])=[O:12])=[CH:6][C:5]=3[N:17]=2)=[CH:21][CH:22]=1. (2) Given the reactants C(OC([N:8]1[CH2:13][CH2:12][C:11]([CH2:15][O:16][C:17]2[CH:22]=[CH:21][CH:20]=[CH:19][C:18]=2[Cl:23])([CH3:14])[CH2:10][CH2:9]1)=O)(C)(C)C.C(=O)([O-])[O-].[Na+].[Na+].ClCCl, predict the reaction product. The product is: [Cl:23][C:18]1[CH:19]=[CH:20][CH:21]=[CH:22][C:17]=1[O:16][CH2:15][C:11]1([CH3:14])[CH2:10][CH2:9][NH:8][CH2:13][CH2:12]1. (3) Given the reactants [I:1][C:2]1[CH:7]=[CH:6][C:5]([OH:8])=[CH:4][CH:3]=1.C(=O)([O-])[O-].[K+].[K+].Br[CH:16]([Cl:19])[CH2:17][CH3:18], predict the reaction product. The product is: [Cl:19][CH2:16][CH2:17][CH2:18][O:8][C:5]1[CH:6]=[CH:7][C:2]([I:1])=[CH:3][CH:4]=1. (4) Given the reactants [CH2:1]([N:8]1[CH:12]=[C:11]([CH:13]([OH:15])[CH3:14])[C:10]([O:16][CH2:17][C:18]2[CH:23]=[CH:22][C:21]([O:24][CH2:25][C:26]3[N:27]=[C:28]([C:32]4[O:33][CH:34]=[CH:35][CH:36]=4)[O:29][C:30]=3[CH3:31])=[C:20]([O:37][CH3:38])[CH:19]=2)=[N:9]1)[C:2]1[CH:7]=[CH:6][CH:5]=[CH:4][CH:3]=1, predict the reaction product. The product is: [CH2:1]([N:8]1[CH:12]=[C:11]([C:13](=[O:15])[CH3:14])[C:10]([O:16][CH2:17][C:18]2[CH:23]=[CH:22][C:21]([O:24][CH2:25][C:26]3[N:27]=[C:28]([C:32]4[O:33][CH:34]=[CH:35][CH:36]=4)[O:29][C:30]=3[CH3:31])=[C:20]([O:37][CH3:38])[CH:19]=2)=[N:9]1)[C:2]1[CH:3]=[CH:4][CH:5]=[CH:6][CH:7]=1.